From a dataset of Catalyst prediction with 721,799 reactions and 888 catalyst types from USPTO. Predict which catalyst facilitates the given reaction. (1) Reactant: [CH2:1]([O:8][C:9]([NH:11][C@H:12]([C:16]([OH:18])=O)[CH:13]([CH3:15])[CH3:14])=[O:10])[C:2]1[CH:7]=[CH:6][CH:5]=[CH:4][CH:3]=1.Cl.[CH3:20][O:21][C@@H:22]([C@@H:31]([NH:36][CH3:37])[C@@H:32]([CH3:35])[CH2:33][CH3:34])[CH2:23][C:24]([O:26][C:27]([CH3:30])([CH3:29])[CH3:28])=[O:25].Cl.CN(C)CCCN=C=NCC.O.ON1C2C=CC=CC=2N=N1.C(N(CC)C(C)C)(C)C.[Cl-].[NH4+]. Product: [CH2:1]([O:8][C:9]([NH:11][C@H:12]([C:16]([N:36]([CH3:37])[C@@H:31]([C@@H:32]([CH3:35])[CH2:33][CH3:34])[C@H:22]([O:21][CH3:20])[CH2:23][C:24]([O:26][C:27]([CH3:30])([CH3:29])[CH3:28])=[O:25])=[O:18])[CH:13]([CH3:14])[CH3:15])=[O:10])[C:2]1[CH:3]=[CH:4][CH:5]=[CH:6][CH:7]=1. The catalyst class is: 39. (2) Reactant: [CH2:1]([O:3][C:4]1[CH:5]=[C:6]([C:13]2[O:17][N:16]=[C:15]([C:18]3[CH:26]=[CH:25][CH:24]=[C:23]4[C:19]=3[CH:20]=[CH:21][NH:22]4)[N:14]=2)[CH:7]=[CH:8][C:9]=1[O:10][CH2:11][CH3:12])[CH3:2].C(OC1C=[C:32](C=CC=1OCC)[C:33]([OH:35])=[O:34])C.[OH:42]NC(C1C2C=CNC=2C=CC=1)=N.C1CN([P+](Br)([N:66]2[CH2:70]CCC2)N2CCCC2)CC1.F[P-](F)(F)(F)(F)F.CCN(C(C)C)C(C)C. Product: [CH2:1]([O:3][C:4]1[CH:5]=[C:6]([C:13]2[O:17][N:16]=[C:15]([C:18]3[CH:26]=[CH:25][CH:24]=[C:23]4[C:19]=3[CH2:20][CH2:21][N:22]4[C:70]([NH:66][CH2:32][C:33]([OH:35])=[O:34])=[O:42])[N:14]=2)[CH:7]=[CH:8][C:9]=1[O:10][CH2:11][CH3:12])[CH3:2]. The catalyst class is: 49. (3) Reactant: [Br:1][C:2]1[CH:3]=[C:4]([C:8]2[C:16]3[C:11](=[N:12][C:13]([CH3:33])=[C:14](C(OCC)=O)[C:15]=3[NH:17][S:18]([C:21]3[CH:26]=[CH:25][CH:24]=[C:23]([Cl:27])[CH:22]=3)(=[O:20])=[O:19])[S:10][CH:9]=2)[CH:5]=[CH:6][CH:7]=1.[OH-].[Na+].C(O)=O.C1(OC2C=CC=CC=2)C=CC=CC=1. Product: [Br:1][C:2]1[CH:3]=[C:4]([C:8]2[C:16]3[C:11](=[N:12][C:13]([CH3:33])=[CH:14][C:15]=3[NH:17][S:18]([C:21]3[CH:26]=[CH:25][CH:24]=[C:23]([Cl:27])[CH:22]=3)(=[O:19])=[O:20])[S:10][CH:9]=2)[CH:5]=[CH:6][CH:7]=1. The catalyst class is: 58. (4) Reactant: [F:1][C:2]1[C:14]2[C:13]3[C:8](=[CH:9][CH:10]=[C:11]([C:15]([N:17]4[CH2:22][CH2:21][O:20][CH2:19][CH2:18]4)=[O:16])[CH:12]=3)[NH:7][C:6]=2[C:5]([C:23]([NH2:25])=[O:24])=[CH:4][CH:3]=1.C1C(=O)N([Br:33])C(=O)C1. Product: [Br:33][C:3]1[CH:4]=[C:5]([C:23]([NH2:25])=[O:24])[C:6]2[NH:7][C:8]3[C:13]([C:14]=2[C:2]=1[F:1])=[CH:12][C:11]([C:15]([N:17]1[CH2:22][CH2:21][O:20][CH2:19][CH2:18]1)=[O:16])=[CH:10][CH:9]=3. The catalyst class is: 3.